Predict the product of the given reaction. From a dataset of Forward reaction prediction with 1.9M reactions from USPTO patents (1976-2016). (1) Given the reactants [N:1]1([C:9]([O:11][CH2:12][C:13]2[CH:18]=[CH:17][CH:16]=[CH:15][CH:14]=2)=[O:10])[CH2:8][CH2:7][CH2:6][C@@H:2]1[C:3]([OH:5])=O.[NH2:19][C@H:20]([C:24]([N:26]([CH3:55])[C@H:27]([C:31]([N:33]1[CH2:54][CH2:53][CH2:52][C@H:34]1[C:35]([N:37]1[CH2:51][CH2:50][CH2:49][C@H:38]1[C:39]([NH:41][CH2:42][C:43]1[CH:48]=[CH:47][CH:46]=[CH:45][CH:44]=1)=[O:40])=[O:36])=[O:32])[CH:28]([CH3:30])[CH3:29])=[O:25])[CH:21]([CH3:23])[CH3:22].Cl.C(N(CC)CC)C, predict the reaction product. The product is: [N:1]1([C:9]([O:11][CH2:12][C:13]2[CH:18]=[CH:17][CH:16]=[CH:15][CH:14]=2)=[O:10])[CH2:8][CH2:7][CH2:6][C@@H:2]1[C:3]([NH:19][C@H:20]([C:24]([N:26]([CH3:55])[C@H:27]([C:31]([N:33]1[CH2:54][CH2:53][CH2:52][C@H:34]1[C:35]([N:37]1[CH2:51][CH2:50][CH2:49][C@H:38]1[C:39]([NH:41][CH2:42][C:43]1[CH:44]=[CH:45][CH:46]=[CH:47][CH:48]=1)=[O:40])=[O:36])=[O:32])[CH:28]([CH3:30])[CH3:29])=[O:25])[CH:21]([CH3:23])[CH3:22])=[O:5]. (2) Given the reactants [CH:1]([SiH:4]([CH:6]([CH3:8])[CH3:7])Cl)([CH3:3])[CH3:2].[Cl-].[NH4+].CC[CH2:13][CH2:14][CH3:15].[CH2:16]1COCC1, predict the reaction product. The product is: [CH2:16]([SiH:4]([CH:6]([CH3:8])[CH3:7])[CH:1]([CH3:3])[CH3:2])[CH:14]([CH3:13])[CH3:15].